Task: Predict the reaction yield, written as a fraction of the theoretical maximum amount of product (1.0 means a 100% yield; for example, 0.34 means a 34% yield).. Dataset: Reaction yield outcomes from USPTO patents with 853,638 reactions (1) The reactants are [CH2:1]=[O:2].[OH-].[Na+].[CH:5](=[O:12])[CH:6]1[CH2:11][CH2:10][CH:9]=[CH:8][CH2:7]1. No catalyst specified. The product is [C:6]1([CH2:1][OH:2])([CH2:5][OH:12])[CH2:11][CH2:10][CH:9]=[CH:8][CH2:7]1. The yield is 0.700. (2) The reactants are [CH2:1]([N:3]1[CH2:8][CH2:7][CH2:6][CH:5]([CH2:9]O)[CH2:4]1)[CH3:2].C(Br)(Br)(Br)[Br:12]. The catalyst is O1CCCC1. The product is [Br:12][CH2:9][CH:5]1[CH2:6][CH2:7][CH2:8][N:3]([CH2:1][CH3:2])[CH2:4]1. The yield is 0.690. (3) The reactants are [F:1][C:2]1[C:3]([CH3:18])=[C:4]([CH2:8][C:9]([O:11][C@@H:12]([CH2:15][CH2:16]Br)[CH2:13]Br)=[O:10])[CH:5]=[CH:6][CH:7]=1.[Li+].C[Si]([N-][Si](C)(C)C)(C)C. The yield is 0.750. The catalyst is O1CCOCC1. The product is [F:1][C:2]1[C:3]([CH3:18])=[C:4]([C@:8]23[CH2:13][C@H:12]([CH2:15][CH2:16]2)[O:11][C:9]3=[O:10])[CH:5]=[CH:6][CH:7]=1. (4) The reactants are O.[NH2:2][NH2:3].[F:4][C:5]([F:17])([F:16])[O:6][C:7]1[CH:15]=[CH:14][C:10]([C:11](Cl)=[O:12])=[CH:9][CH:8]=1. The catalyst is C1COCC1.CCOCC. The product is [F:4][C:5]([F:17])([F:16])[O:6][C:7]1[CH:15]=[CH:14][C:10]([C:11]([NH:2][NH2:3])=[O:12])=[CH:9][CH:8]=1. The yield is 0.860. (5) The reactants are [F:1][C:2]1[CH:7]=[C:6]([N+:8]([O-:10])=[O:9])[CH:5]=[CH:4][C:3]=1[CH2:11][OH:12].CC1C=CC(S(O)(=O)=O)=CC=1.[CH2:24]1[CH2:29][O:28][CH:27]=[CH:26][CH2:25]1. The catalyst is C(Cl)Cl. The product is [F:1][C:2]1[CH:7]=[C:6]([N+:8]([O-:10])=[O:9])[CH:5]=[CH:4][C:3]=1[CH2:11][O:12][CH:27]1[CH2:26][CH2:25][CH2:24][CH2:29][O:28]1. The yield is 0.800.